The task is: Predict the product of the given reaction.. This data is from Forward reaction prediction with 1.9M reactions from USPTO patents (1976-2016). (1) Given the reactants [CH3:1][CH:2]1[CH:7]([CH3:8])[CH:6]([CH3:9])[CH2:5][CH:4]([OH:10])[CH2:3]1.CC(OI1(OC(C)=O)(OC(C)=O)OC(=O)C2C=CC=CC1=2)=O.FC(F)(F)C(OC(=O)C(F)(F)F)=O.[OH-].[Na+], predict the reaction product. The product is: [CH3:1][CH:2]1[CH:7]([CH3:8])[CH:6]([CH3:9])[CH2:5][C:4](=[O:10])[CH2:3]1. (2) Given the reactants [Cl:1][C:2]1[N:3]=[C:4]([N:13]2[CH2:18][CH2:17][O:16][CH2:15][CH2:14]2)[C:5]2[S:10][C:9]([CH:11]=O)=[CH:8][C:6]=2[N:7]=1.Cl.Cl.[NH:21]1[CH2:26][CH2:25][CH:24]([CH2:27][N:28]2[CH2:33][CH2:32][O:31][CH2:30][CH2:29]2)[CH2:23][CH2:22]1, predict the reaction product. The product is: [Cl:1][C:2]1[N:3]=[C:4]([N:13]2[CH2:18][CH2:17][O:16][CH2:15][CH2:14]2)[C:5]2[S:10][C:9]([CH2:11][N:21]3[CH2:26][CH2:25][CH:24]([CH2:27][N:28]4[CH2:33][CH2:32][O:31][CH2:30][CH2:29]4)[CH2:23][CH2:22]3)=[CH:8][C:6]=2[N:7]=1. (3) Given the reactants [OH:1][C:2]1[C:11]2[C:6](=[CH:7][CH:8]=[CH:9][CH:10]=2)[C@@:5]([CH3:17])([CH2:12][CH2:13][CH:14]([CH3:16])[CH3:15])[C:4](=[O:18])[C:3]=1[C:19]1[NH:24][C:23]2[CH:25]=[CH:26][C:27]([NH:29][S:30]([CH2:33][CH3:34])(=[O:32])=[O:31])=[CH:28][C:22]=2[S:21](=[O:36])(=[O:35])[N:20]=1.[OH-].[Na+:38], predict the reaction product. The product is: [CH2:33]([S:30]([NH:29][C:27]1[CH:26]=[CH:25][C:23]2[NH:24][C:19]([C:3]3[C:4](=[O:18])[C@:5]([CH3:17])([CH2:12][CH2:13][CH:14]([CH3:15])[CH3:16])[C:6]4[C:11](=[CH:10][CH:9]=[CH:8][CH:7]=4)[C:2]=3[O-:1])=[N:20][S:21](=[O:36])(=[O:35])[C:22]=2[CH:28]=1)(=[O:31])=[O:32])[CH3:34].[Na+:38]. (4) Given the reactants [C:1]([C:5]1[NH:6][C:7]([C:25]2[CH:30]=[CH:29][C:28]([F:31])=[CH:27][CH:26]=2)=[C:8]([C:10]2[N:15]=[C:14]3[N:16]([CH2:20][C:21]([CH3:24])([CH3:23])[CH3:22])[C:17]([NH2:19])=[N:18][C:13]3=[CH:12][CH:11]=2)[N:9]=1)([CH3:4])([CH3:3])[CH3:2].[CH3:32][S:33]([OH:36])(=[O:35])=[O:34], predict the reaction product. The product is: [CH3:32][S:33]([OH:36])(=[O:35])=[O:34].[C:1]([C:5]1[NH:6][C:7]([C:25]2[CH:26]=[CH:27][C:28]([F:31])=[CH:29][CH:30]=2)=[C:8]([C:10]2[N:15]=[C:14]3[N:16]([CH2:20][C:21]([CH3:24])([CH3:23])[CH3:22])[C:17]([NH2:19])=[N:18][C:13]3=[CH:12][CH:11]=2)[N:9]=1)([CH3:2])([CH3:3])[CH3:4]. (5) The product is: [CH3:32][O:33][CH2:34][O:10][C:9](=[O:11])[C:8]1[CH:12]=[CH:13][C:14]([O:15][CH3:16])=[C:6]([O:5][CH2:4][CH:3]=[C:2]([CH3:1])[CH2:17][CH2:18][CH:19]=[C:20]([CH3:22])[CH3:21])[CH:7]=1. Given the reactants [CH3:1][C:2]([CH2:17][CH2:18][CH:19]=[C:20]([CH3:22])[CH3:21])=[CH:3][CH2:4][O:5][C:6]1[CH:7]=[C:8]([CH:12]=[CH:13][C:14]=1[O:15][CH3:16])[C:9]([OH:11])=[O:10].C(N(CC)C(C)C)(C)C.[CH3:32][O:33][CH2:34]Cl, predict the reaction product. (6) Given the reactants C([O:8][C@@H:9]1[CH2:13][CH2:12][CH2:11][C@H:10]1[N:14]1[C:19]2[C:20]3[CH:26]=[CH:25][NH:24][C:21]=3[N:22]=[CH:23][C:18]=2[CH2:17][N:16]([C:27]2[C:32]([F:33])=[C:31]([O:34][CH3:35])[CH:30]=[C:29]([O:36][CH3:37])[C:28]=2[F:38])[C:15]1=[O:39])C1C=CC=CC=1.[H][H], predict the reaction product. The product is: [F:33][C:32]1[C:31]([O:34][CH3:35])=[CH:30][C:29]([O:36][CH3:37])=[C:28]([F:38])[C:27]=1[N:16]1[CH2:17][C:18]2[CH:23]=[N:22][C:21]3[NH:24][CH:25]=[CH:26][C:20]=3[C:19]=2[N:14]([C@@H:10]2[CH2:11][CH2:12][CH2:13][C@H:9]2[OH:8])[C:15]1=[O:39].